This data is from Catalyst prediction with 721,799 reactions and 888 catalyst types from USPTO. The task is: Predict which catalyst facilitates the given reaction. (1) Reactant: [Br:1][C:2]1[CH:3]=[C:4]([CH2:8][CH2:9][OH:10])[CH:5]=[CH:6][CH:7]=1.[Si:11](Cl)([C:14]([CH3:17])([CH3:16])[CH3:15])([CH3:13])[CH3:12].N1C=CN=C1.O. Product: [Br:1][C:2]1[CH:3]=[C:4]([CH2:8][CH2:9][O:10][Si:11]([C:14]([CH3:17])([CH3:16])[CH3:15])([CH3:13])[CH3:12])[CH:5]=[CH:6][CH:7]=1. The catalyst class is: 9. (2) Reactant: [CH3:1][N:2]1[C:6]([CH2:7][OH:8])=[CH:5][N:4]=[CH:3]1.[Cl:9]N1C(=O)CCC1=O. Product: [Cl:9][C:5]1[N:4]=[CH:3][N:2]([CH3:1])[C:6]=1[CH2:7][OH:8]. The catalyst class is: 12. (3) Reactant: [CH3:1][CH2:2][CH2:3][CH2:4][CH2:5][CH3:6].[CH2:7]([Sn]([Cl:20])(CCCC)CCCC)[CH2:8][CH2:9]C.[Cl-:21].[Cl-].[Cl-].[Cl-].[Zr+4:25]. Product: [Cl-:20].[Cl-:21].[Cl-:20].[CH:3]1([Zr+3:25])[C:2]2[C:6](=[CH:7][CH:8]=[CH:9][CH:1]=2)[CH:5]=[CH:4]1. The catalyst class is: 2. (4) Reactant: [CH3:1][C:2]([O:5][C:6]([NH:8][C@@H:9]([C:18]([OH:20])=O)[CH2:10][CH2:11][C:12]1[CH:17]=[CH:16][CH:15]=[CH:14][CH:13]=1)=[O:7])([CH3:4])[CH3:3].[CH:21]1[CH:22]=[CH:23][C:24]2N(O)N=N[C:25]=2[CH:26]=1.CN(C(ON1[N:47]=[N:46][C:41]2C=CC=CC1=2)=[N+](C)C)C.F[P-](F)(F)(F)(F)F.CC[N:57]([CH:61](C)C)C(C)C.C(O)(C(F)(F)F)=[O:65]. Product: [NH2:57][CH2:61][C:25]1[CH:24]=[CH:23][C:22]([C:41]([NH:46][NH:47][C:18](=[O:20])[C@H:9]([NH:8][C:6]([O:5][C:2]([CH3:1])([CH3:3])[CH3:4])=[O:7])[CH2:10][CH2:11][C:12]2[CH:13]=[CH:14][CH:15]=[CH:16][CH:17]=2)=[O:65])=[CH:21][CH:26]=1. The catalyst class is: 85. (5) Reactant: [CH3:1][C:2]1[C:6]([C:7]2[CH:12]=[C:11]([N+:13]([O-])=O)[C:10]([N:16]([CH3:22])[C:17]([CH:19]3[CH2:21][CH2:20]3)=O)=[C:9]([I:23])[CH:8]=2)=[C:5]([CH3:24])[O:4][N:3]=1.CC(O)=O.[Sn](Cl)Cl. Product: [CH:19]1([C:17]2[N:16]([CH3:22])[C:10]3[C:9]([I:23])=[CH:8][C:7]([C:6]4[C:2]([CH3:1])=[N:3][O:4][C:5]=4[CH3:24])=[CH:12][C:11]=3[N:13]=2)[CH2:21][CH2:20]1. The catalyst class is: 74. (6) The catalyst class is: 36. Reactant: [O:1]=[C:2]([CH3:17])[CH2:3][CH2:4][C:5]1[CH:6]=[CH:7][C:8]2[N:9]([C:11]([C:14]([O-:16])=[O:15])=[CH:12][N:13]=2)[CH:10]=1.[Li+].[OH-].C(O)(=O)CC(CC(O)=O)(C(O)=O)O. Product: [O:1]=[C:2]([CH3:17])[CH2:3][CH2:4][C:5]1[CH:6]=[CH:7][C:8]2[N:9]([C:11]([C:14]([OH:16])=[O:15])=[CH:12][N:13]=2)[CH:10]=1. (7) Product: [CH3:23][S:24]([N:27]1[CH2:32][CH2:31][CH2:30][CH2:29][CH:28]1[CH:33]=[O:34])(=[O:26])=[O:25]. The catalyst class is: 2. Reactant: CC(OI1(OC(C)=O)(OC(C)=O)OC(=O)C2C=CC=CC1=2)=O.[CH3:23][S:24]([N:27]1[CH2:32][CH2:31][CH2:30][CH2:29][CH:28]1[CH2:33][OH:34])(=[O:26])=[O:25]. (8) Reactant: [N:1]1[C:5]2[CH:6]=[CH:7][CH:8]=[N:9][C:4]=2[NH:3][CH:2]=1.[H-].[Na+].Cl[CH2:13][C:14]1[CH:24]=[CH:23][C:17]2[N:18]=[C:19]([S:21][CH3:22])[S:20][C:16]=2[CH:15]=1.O. Product: [N:1]1[C:5]2[C:4](=[N:9][CH:8]=[CH:7][CH:6]=2)[N:3]([CH2:13][C:14]2[CH:24]=[CH:23][C:17]3[N:18]=[C:19]([S:21][CH3:22])[S:20][C:16]=3[CH:15]=2)[CH:2]=1. The catalyst class is: 3.